From a dataset of Forward reaction prediction with 1.9M reactions from USPTO patents (1976-2016). Predict the product of the given reaction. (1) Given the reactants [CH3:1][C:2]1[C:6]([CH3:7])=[C:5]([NH:8][C:9](=[O:16])OCC(Cl)(Cl)Cl)[O:4][N:3]=1.Cl.Cl.[F:19][C:20]1[CH:25]=[CH:24][CH:23]=[C:22]([F:26])[C:21]=1[C:27]1[CH:32]=[CH:31][N:30]=[C:29]([N:33]2[CH2:38][CH2:37][NH:36][CH2:35][CH2:34]2)[N:28]=1, predict the reaction product. The product is: [CH3:1][C:2]1[C:6]([CH3:7])=[C:5]([NH:8][C:9]([N:36]2[CH2:37][CH2:38][N:33]([C:29]3[N:28]=[C:27]([C:21]4[C:20]([F:19])=[CH:25][CH:24]=[CH:23][C:22]=4[F:26])[CH:32]=[CH:31][N:30]=3)[CH2:34][CH2:35]2)=[O:16])[O:4][N:3]=1. (2) Given the reactants [F:1][C:2]([F:7])([F:6])[C:3]([OH:5])=[O:4].[F:8][C:9]([F:14])([F:13])[C:10]([OH:12])=[O:11].[C:15]([CH2:17][C:18]1([N:44]2[CH:48]=[C:47]([C:49]3[C:50]4[CH:57]=[CH:56][NH:55][C:51]=4[N:52]=[CH:53][N:54]=3)[CH:46]=[N:45]2)[CH2:21][N:20]([C@@H:22]2[CH2:27][CH2:26][C@H:25]([O:28][C:29]3[N:34]=[C:33]([C:35]([F:38])([F:37])[F:36])[N:32]=[C:31]([C:39]([N:41](C)[CH3:42])=[O:40])[CH:30]=3)[CH2:24][CH2:23]2)[CH2:19]1)#[N:16].[CH3:58][O:59][CH2:60]CN, predict the reaction product. The product is: [F:1][C:2]([F:7])([F:6])[C:3]([OH:5])=[O:4].[F:8][C:9]([F:14])([F:13])[C:10]([OH:12])=[O:11].[C:15]([CH2:17][C:18]1([N:44]2[CH:48]=[C:47]([C:49]3[C:50]4[CH:57]=[CH:56][NH:55][C:51]=4[N:52]=[CH:53][N:54]=3)[CH:46]=[N:45]2)[CH2:19][N:20]([C@@H:22]2[CH2:27][CH2:26][C@H:25]([O:28][C:29]3[N:34]=[C:33]([C:35]([F:37])([F:36])[F:38])[N:32]=[C:31]([C:39]([NH:41][CH2:42][CH2:58][O:59][CH3:60])=[O:40])[CH:30]=3)[CH2:24][CH2:23]2)[CH2:21]1)#[N:16]. (3) The product is: [CH2:18]([N:8]1[C:6]2[CH:7]=[C:2]([Cl:1])[C:3]3[N:4]([C:12]([CH3:15])=[N:13][N:14]=3)[C:5]=2[CH:10]=[C:9]1[CH3:11])[C:19]1[CH:24]=[CH:23][CH:22]=[CH:21][CH:20]=1. Given the reactants [Cl:1][C:2]1[C:3]2[N:4]([C:12]([CH3:15])=[N:13][N:14]=2)[C:5]2[CH:10]=[C:9]([CH3:11])[NH:8][C:6]=2[CH:7]=1.[H-].[Na+].[CH2:18](Br)[C:19]1[CH:24]=[CH:23][CH:22]=[CH:21][CH:20]=1.O, predict the reaction product.